Dataset: Forward reaction prediction with 1.9M reactions from USPTO patents (1976-2016). Task: Predict the product of the given reaction. (1) Given the reactants [C:1]([O:5][C:6](=[O:27])[NH:7][C:8]1[CH:13]=[C:12]([CH2:14][N:15]2[C:23]3[C:18](=[C:19]([N+:24]([O-])=O)[CH:20]=[CH:21][CH:22]=3)[CH:17]=[CH:16]2)[CH:11]=[CH:10][N:9]=1)([CH3:4])([CH3:3])[CH3:2], predict the reaction product. The product is: [C:1]([O:5][C:6](=[O:27])[NH:7][C:8]1[CH:13]=[C:12]([CH2:14][N:15]2[C:23]3[C:18](=[C:19]([NH2:24])[CH:20]=[CH:21][CH:22]=3)[CH:17]=[CH:16]2)[CH:11]=[CH:10][N:9]=1)([CH3:4])([CH3:2])[CH3:3]. (2) Given the reactants C1(O[C:8](=[O:29])[NH:9][C:10]2[S:14][N:13]=[C:12]([O:15][CH2:16][C:17]3[CH:22]=[C:21]([F:23])[C:20]([CH3:24])=[CH:19][C:18]=3[F:25])[C:11]=2[C:26](=[O:28])[NH2:27])C=CC=CC=1.[NH2:30][CH2:31][CH2:32][CH2:33][CH2:34][N:35]1[CH2:39][CH2:38][C@@H:37]([OH:40])[CH2:36]1, predict the reaction product. The product is: [F:25][C:18]1[CH:19]=[C:20]([CH3:24])[C:21]([F:23])=[CH:22][C:17]=1[CH2:16][O:15][C:12]1[C:11]([C:26]([NH2:27])=[O:28])=[C:10]([NH:9][C:8]([NH:30][CH2:31][CH2:32][CH2:33][CH2:34][N:35]2[CH2:39][CH2:38][C@@H:37]([OH:40])[CH2:36]2)=[O:29])[S:14][N:13]=1. (3) Given the reactants Cl.[NH2:2][CH2:3][CH2:4][NH:5][C:6](=[O:16])[C:7]1[CH:12]=[CH:11][C:10]([O:13][CH2:14][CH3:15])=[CH:9][CH:8]=1.[C:17]1([C:23]2[CH:28]=[C:27]([C:29]3[CH:34]=[CH:33][CH:32]=[CH:31][CH:30]=3)[N:26]=[C:25]([C:35](O)=[O:36])[CH:24]=2)[CH:22]=[CH:21][CH:20]=[CH:19][CH:18]=1.C(N(CC)CC)C.CCN=C=NCCCN(C)C.Cl.C1C=CC2N(O)N=NC=2C=1.O, predict the reaction product. The product is: [CH2:14]([O:13][C:10]1[CH:11]=[CH:12][C:7]([C:6]([NH:5][CH2:4][CH2:3][NH:2][C:35](=[O:36])[C:25]2[CH:24]=[C:23]([C:17]3[CH:22]=[CH:21][CH:20]=[CH:19][CH:18]=3)[CH:28]=[C:27]([C:29]3[CH:30]=[CH:31][CH:32]=[CH:33][CH:34]=3)[N:26]=2)=[O:16])=[CH:8][CH:9]=1)[CH3:15].